Dataset: Full USPTO retrosynthesis dataset with 1.9M reactions from patents (1976-2016). Task: Predict the reactants needed to synthesize the given product. (1) Given the product [C:30]([O:29][C:27]([N:24]1[CH2:25][CH2:26][N:21]([C:18]2[CH:19]=[CH:20][C:15]([N:12]3[CH2:13][CH2:14][N:9]([C:48]([O:50][C:51]([CH3:52])([CH3:53])[CH3:54])=[O:49])[CH2:10][CH2:11]3)=[CH:16][CH:17]=2)[CH2:22][CH2:23]1)=[O:28])([CH3:33])([CH3:31])[CH3:32], predict the reactants needed to synthesize it. The reactants are: Cl.C([N:9]1[CH2:14][CH2:13][N:12]([C:15]2[CH:20]=[CH:19][C:18]([N:21]3[CH2:26][CH2:25][N:24]([C:27]([O:29][C:30]([CH3:33])([CH3:32])[CH3:31])=[O:28])[CH2:23][CH2:22]3)=[CH:17][CH:16]=2)[CH2:11][CH2:10]1)C1C=CC=CC=1.C(=O)([O-])[O-].[K+].[K+].[C:48](O[C:48]([O:50][C:51]([CH3:54])([CH3:53])[CH3:52])=[O:49])([O:50][C:51]([CH3:54])([CH3:53])[CH3:52])=[O:49]. (2) Given the product [Cl:27][C:2]1[C:7]([C:8]([C:10]2[CH:15]=[CH:14][CH:13]=[CH:12][CH:11]=2)=[O:9])=[CH:6][N:5]=[C:4]2[N:16]([C:19]3[CH:24]=[CH:23][CH:22]=[CH:21][CH:20]=3)[N:17]=[CH:18][C:3]=12, predict the reactants needed to synthesize it. The reactants are: O[C:2]1[C:7]([C:8]([C:10]2[CH:15]=[CH:14][CH:13]=[CH:12][CH:11]=2)=[O:9])=[CH:6][N:5]=[C:4]2[N:16]([C:19]3[CH:24]=[CH:23][CH:22]=[CH:21][CH:20]=3)[N:17]=[CH:18][C:3]=12.P(Cl)(Cl)([Cl:27])=O.[OH-].[Na+]. (3) Given the product [CH2:9]([O:8][C:1](=[O:7])[C:2](=[O:4])[CH2:23][C:22]([C:19]1[CH:18]=[CH:17][C:16]([CH3:15])=[CH:21][N:20]=1)=[O:24])[CH3:10], predict the reactants needed to synthesize it. The reactants are: [C:1]([O:8][CH2:9][CH3:10])(=[O:7])[C:2]([O:4]CC)=O.[O-]CC.[Na+].[CH3:15][C:16]1[CH:17]=[CH:18][C:19]([C:22](=[O:24])[CH3:23])=[N:20][CH:21]=1.O. (4) Given the product [CH2:6]([N:10]([CH2:27][CH2:28][CH2:29][CH3:30])[C:11]1[CH:26]=[CH:25][C:14](/[CH:15]=[CH:16]/[C:17]2[CH:24]=[CH:23][C:20]([CH:21]=[CH2:1])=[CH:19][CH:18]=2)=[CH:13][CH:12]=1)[CH2:7][CH2:8][CH3:9], predict the reactants needed to synthesize it. The reactants are: [CH2:1]([Li])CCC.[CH2:6]([N:10]([CH2:27][CH2:28][CH2:29][CH3:30])[C:11]1[CH:26]=[CH:25][C:14](/[CH:15]=[CH:16]/[C:17]2[CH:24]=[CH:23][C:20]([CH:21]=O)=[CH:19][CH:18]=2)=[CH:13][CH:12]=1)[CH2:7][CH2:8][CH3:9]. (5) Given the product [CH3:1][O:2][C:3]1[CH:4]=[C:5]2[C:6](=[CH:7][C:8]=1[CH3:9])[C:13](=[O:15])[CH2:12][CH2:11][CH2:10]2, predict the reactants needed to synthesize it. The reactants are: [CH3:1][O:2][C:3]1[CH:4]=[C:5]([CH2:10][CH2:11][CH2:12][C:13]([OH:15])=O)[CH:6]=[CH:7][C:8]=1[CH3:9].FC(F)(F)C(OC(=O)C(F)(F)F)=O. (6) Given the product [Br:8][C:4]1[N:3]2[CH:16]=[C:12]([CH:11]=[O:13])[N:1]=[C:2]2[CH:7]=[CH:6][CH:5]=1, predict the reactants needed to synthesize it. The reactants are: [NH2:1][C:2]1[CH:7]=[CH:6][CH:5]=[C:4]([Br:8])[N:3]=1.ClC(Cl)(Cl)[C:11](=[O:13])[CH3:12].[CH3:16]OCCOC. (7) Given the product [CH3:20][O:21][C:22]1[CH:23]=[C:24]([C:2]2[CH:3]=[C:4]3[CH:5]=[CH:6][NH:7][C:8]3=[N:9][CH:10]=2)[CH:25]=[CH:26][C:27]=1[O:28][CH3:29], predict the reactants needed to synthesize it. The reactants are: Br[C:2]1[CH:3]=[C:4]2[C:8](=[N:9][CH:10]=1)[NH:7][CH:6]=[CH:5]2.N1C2C(=CC=CN=2)C=C1.[CH3:20][O:21][C:22]1[CH:23]=[C:24](B(O)O)[CH:25]=[CH:26][C:27]=1[O:28][CH3:29].O1CCCC1. (8) Given the product [Cl:1][C:2]1[CH:3]=[CH:4][C:5]([O:13][CH2:14][C:15]([N:17]2[CH2:22][C@H:21]([CH3:23])[N:20]([CH2:24][C:25]3[CH:26]=[CH:27][C:28]([F:31])=[CH:29][CH:30]=3)[CH2:19][C@H:18]2[CH3:32])=[O:16])=[C:6]([CH2:8][CH2:9][C:10]([NH:49][S:46]([CH3:45])(=[O:48])=[O:47])=[O:12])[CH:7]=1, predict the reactants needed to synthesize it. The reactants are: [Cl:1][C:2]1[CH:3]=[CH:4][C:5]([O:13][CH2:14][C:15]([N:17]2[CH2:22][C@H:21]([CH3:23])[N:20]([CH2:24][C:25]3[CH:30]=[CH:29][C:28]([F:31])=[CH:27][CH:26]=3)[CH2:19][C@H:18]2[CH3:32])=[O:16])=[C:6]([CH2:8][CH2:9][C:10]([OH:12])=O)[CH:7]=1.Cl.CN(C)CCCN=C=NCC.[CH3:45][S:46]([NH2:49])(=[O:48])=[O:47].C(N(CC)CC)C.